This data is from Forward reaction prediction with 1.9M reactions from USPTO patents (1976-2016). The task is: Predict the product of the given reaction. (1) Given the reactants [H-].[Na+].C[O:4][C:5]([C:7]1[CH:8]=[C:9]2[CH:15]=[CH:14][NH:13][C:10]2=[N:11][CH:12]=1)=[O:6].[CH3:16][O:17][C:18]1[CH:23]=[CH:22][C:21]([CH2:24]Br)=[CH:20][CH:19]=1.O, predict the reaction product. The product is: [CH3:16][O:17][C:18]1[CH:23]=[CH:22][C:21]([CH2:24][N:13]2[C:10]3=[N:11][CH:12]=[C:7]([C:5]([OH:4])=[O:6])[CH:8]=[C:9]3[CH:15]=[CH:14]2)=[CH:20][CH:19]=1. (2) Given the reactants [Cl:1][C:2]1[N:7]=[CH:6][C:5]([NH2:8])=[C:4](I)[CH:3]=1.[Cl:10][C:11]1[CH:16]=[CH:15][C:14]([C:17]#[C:18][CH2:19][CH2:20][C:21]([O:23][CH3:24])=[O:22])=[CH:13][CH:12]=1, predict the reaction product. The product is: [Cl:1][C:2]1[CH:3]=[C:4]2[C:18]([CH2:19][CH2:20][C:21]([O:23][CH3:24])=[O:22])=[C:17]([C:14]3[CH:15]=[CH:16][C:11]([Cl:10])=[CH:12][CH:13]=3)[NH:8][C:5]2=[CH:6][N:7]=1. (3) Given the reactants [Mg].[CH3:2][O:3][C:4]1[CH:9]=[CH:8][C:7]([CH2:10][CH2:11][CH2:12]Br)=[CH:6][CH:5]=1.BrCCCl.[CH:18]1[N:19]=[CH:20][N:21]2[CH2:26][CH2:25][CH2:24][C:23](=[O:27])[C:22]=12, predict the reaction product. The product is: [CH3:2][O:3][C:4]1[CH:9]=[CH:8][C:7]([CH2:10][CH2:11][CH2:12][C:23]2([OH:27])[CH2:24][CH2:25][CH2:26][N:21]3[CH:20]=[N:19][CH:18]=[C:22]23)=[CH:6][CH:5]=1.